This data is from Reaction yield outcomes from USPTO patents with 853,638 reactions. The task is: Predict the reaction yield, written as a fraction of the theoretical maximum amount of product (1.0 means a 100% yield; for example, 0.34 means a 34% yield). (1) The reactants are O=[CH:2][CH2:3][CH:4]1[CH2:9][CH2:8][N:7]([C:10]([O:12][C:13]([CH3:16])([CH3:15])[CH3:14])=[O:11])[CH2:6][CH2:5]1.[C:17](=O)([O-])[O-].[K+].[K+].[N+](=C(P(=O)(OC)OC)C(=O)C)=[N-]. The catalyst is CO. The product is [CH2:3]([CH:4]1[CH2:9][CH2:8][N:7]([C:10]([O:12][C:13]([CH3:16])([CH3:15])[CH3:14])=[O:11])[CH2:6][CH2:5]1)[C:2]#[CH:17]. The yield is 0.670. (2) The reactants are CN(C(ON1N=NC2C=CC=NC1=2)=[N+](C)C)C.F[P-](F)(F)(F)(F)F.[NH2:25][C:26]1[C:27]([C:32]([OH:34])=O)=[N:28][CH:29]=[CH:30][CH:31]=1.[O:35]1[CH2:40][CH2:39][CH:38]([CH2:41][NH2:42])[CH2:37][CH2:36]1.CCN(C(C)C)C(C)C. No catalyst specified. The product is [NH2:25][C:26]1[C:27]([C:32]([NH:42][CH2:41][CH:38]2[CH2:39][CH2:40][O:35][CH2:36][CH2:37]2)=[O:34])=[N:28][CH:29]=[CH:30][CH:31]=1. The yield is 0.920. (3) The product is [CH:13]1[C:25]2[CH:24]([CH2:26][O:27][C:28]([NH:30][C@@H:31]([CH2:35][C:36]3[CH:37]=[CH:38][CH:39]=[CH:40][CH:41]=3)[C:32]([O:34][CH:57]([CH2:56][S:55][S:54][C:50]([CH3:53])([CH3:52])[CH3:51])[C:58]([OH:60])=[O:59])=[O:33])=[O:29])[C:23]3[C:18](=[CH:19][CH:20]=[CH:21][CH:22]=3)[C:17]=2[CH:16]=[CH:15][CH:14]=1. The catalyst is CN(C)C=O.CN(C)C1C=CN=CC=1.C(O)=O. The yield is 0.400. The reactants are Cl.C(N=C=NCCCN(C)C)C.[CH:13]1[C:25]2[CH:24]([CH2:26][O:27][C:28]([NH:30][C@@H:31]([CH2:35][C:36]3[CH:41]=[CH:40][CH:39]=[CH:38][CH:37]=3)[C:32]([OH:34])=[O:33])=[O:29])[C:23]3[C:18](=[CH:19][CH:20]=[CH:21][CH:22]=3)[C:17]=2[CH:16]=[CH:15][CH:14]=1.ON1C(=O)CCC1=O.[C:50]([S:54][S:55][CH2:56][CH:57](O)[C:58]([OH:60])=[O:59])([CH3:53])([CH3:52])[CH3:51]. (4) The reactants are [CH3:1][S:2]([CH:5]1[CH2:10][CH2:9][N:8]([CH2:11][CH2:12]O)[CH2:7][CH2:6]1)(=[O:4])=[O:3].S(Cl)([Cl:16])=O.C1COCC1. The catalyst is ClC(Cl)C. The product is [Cl:16][CH2:12][CH2:11][N:8]1[CH2:9][CH2:10][CH:5]([S:2]([CH3:1])(=[O:4])=[O:3])[CH2:6][CH2:7]1. The yield is 0.590. (5) The reactants are Cl[C:2]1[CH:3]2[S:10][CH:9]=[CH:8][CH:4]2[N:5]=[CH:6][N:7]=1.[Cl:11][C:12]1[CH:13]=[C:14]([CH:16]=[CH:17][CH:18]=1)[NH2:15]. The catalyst is C(O)(C)C.Cl. The product is [Cl:11][C:12]1[CH:13]=[C:14]([NH:15][C:2]2[C:3]3[S:10][CH:9]=[CH:8][C:4]=3[N:5]=[CH:6][N:7]=2)[CH:16]=[CH:17][CH:18]=1. The yield is 0.380.